From a dataset of Full USPTO retrosynthesis dataset with 1.9M reactions from patents (1976-2016). Predict the reactants needed to synthesize the given product. (1) The reactants are: CN(C)[CH:3]=[CH:4][C:5]([C:7]1[S:11][C:10]([N:12]=CN(C)C)=[N:9][C:8]=1[CH3:17])=O.[N+]([O-])(O)=O.[CH3:23][S:24]([C:27]1[CH:28]=[C:29]([NH:33][C:34]([NH2:36])=[NH:35])[CH:30]=[CH:31][CH:32]=1)(=[O:26])=[O:25]. Given the product [NH2:12][C:10]1[S:11][C:7]([C:5]2[CH:4]=[CH:3][N:36]=[C:34]([NH:33][C:29]3[CH:30]=[CH:31][CH:32]=[C:27]([S:24]([CH3:23])(=[O:25])=[O:26])[CH:28]=3)[N:35]=2)=[C:8]([CH3:17])[N:9]=1, predict the reactants needed to synthesize it. (2) The reactants are: [O:1]1[C:10]2[CH2:9][CH2:8][NH:7][CH2:6][CH2:5][C:4]=2[CH:3]=[CH:2]1.C([O-])(O)=O.[Na+].[C:16](O[C:16]([O:18][C:19]([CH3:22])([CH3:21])[CH3:20])=[O:17])([O:18][C:19]([CH3:22])([CH3:21])[CH3:20])=[O:17]. Given the product [O:1]1[C:10]2[CH2:9][CH2:8][N:7]([C:16]([O:18][C:19]([CH3:22])([CH3:21])[CH3:20])=[O:17])[CH2:6][CH2:5][C:4]=2[CH:3]=[CH:2]1, predict the reactants needed to synthesize it. (3) Given the product [F:29][C:11]([F:10])([F:28])[C:12]1[N:16]2[N:17]=[C:18]([N:21]3[CH2:26][CH2:25][CH:24]([O:27][C:2]4[CH:7]=[CH:6][N:5]=[C:4]([C:8]#[N:9])[CH:3]=4)[CH2:23][CH2:22]3)[CH:19]=[CH:20][C:15]2=[N:14][N:13]=1, predict the reactants needed to synthesize it. The reactants are: Cl[C:2]1[CH:7]=[CH:6][N:5]=[C:4]([C:8]#[N:9])[CH:3]=1.[F:10][C:11]([F:29])([F:28])[C:12]1[N:16]2[N:17]=[C:18]([N:21]3[CH2:26][CH2:25][CH:24]([OH:27])[CH2:23][CH2:22]3)[CH:19]=[CH:20][C:15]2=[N:14][N:13]=1. (4) Given the product [O:19]=[C:7]1[N:6]([CH2:5][C:4]2[CH:20]=[CH:21][C:22]3[NH:23][C:24](=[O:25])[NH:1][C:2]=3[CH:3]=2)[C:10]2[CH:11]=[C:12]([C:15]([O:17][CH3:18])=[O:16])[CH:13]=[CH:14][C:9]=2[O:8]1, predict the reactants needed to synthesize it. The reactants are: [NH2:1][C:2]1[CH:3]=[C:4]([CH:20]=[CH:21][C:22]=1[NH2:23])[CH2:5][N:6]1[C:10]2[CH:11]=[C:12]([C:15]([O:17][CH3:18])=[O:16])[CH:13]=[CH:14][C:9]=2[O:8][C:7]1=[O:19].[C:24](N1C=CN=C1)(N1C=CN=C1)=[O:25].O. (5) Given the product [CH2:1]([O:8][C:9]1[C:17]2[N:16]=[C:15]([C:18]([F:21])([F:19])[F:20])[NH:14][C:13]=2[CH:12]=[C:11]([Br:23])[CH:10]=1)[C:2]1[CH:3]=[CH:4][CH:5]=[CH:6][CH:7]=1, predict the reactants needed to synthesize it. The reactants are: [CH2:1]([O:8][C:9]1[C:17]2[N:16]=[C:15]([C:18]([F:21])([F:20])[F:19])[N:14](O)[C:13]=2[CH:12]=[C:11]([Br:23])[CH:10]=1)[C:2]1[CH:7]=[CH:6][CH:5]=[CH:4][CH:3]=1.P(Br)(Br)Br.O.C(=O)(O)[O-].[Na+]. (6) Given the product [CH3:1][N:2]1[CH2:15][CH2:14][C:13]2[C:12]3[CH:11]=[C:10]([CH3:16])[CH:9]=[CH:8][C:7]=3[N:6]([CH2:34][C:35]([N:37]3[CH2:42][CH2:41][O:40][CH2:39][CH2:38]3)=[O:36])[C:5]=2[CH2:4][CH2:3]1, predict the reactants needed to synthesize it. The reactants are: [CH3:1][N:2]1[CH2:15][CH2:14][C:13]2[C:12]3[CH:11]=[C:10]([CH3:16])[CH:9]=[CH:8][C:7]=3[NH:6][C:5]=2[CH2:4][CH2:3]1.N1CCC[C@H]1C(O)=O.[O-]P([O-])([O-])=O.[K+].[K+].[K+].Cl[CH2:34][C:35]([N:37]1[CH2:42][CH2:41][O:40][CH2:39][CH2:38]1)=[O:36]. (7) Given the product [CH3:6][N:5]([CH2:4][C:2]([O-:3])=[O:1])[C:7]([NH2:9])=[NH:8].[Na+:11], predict the reactants needed to synthesize it. The reactants are: [O:1]=[C:2]([CH2:4][N:5]([C:7](=[NH:9])[NH2:8])[CH3:6])[OH:3].[OH-].[Na+:11].